This data is from Drug-target binding data from BindingDB using IC50 measurements. The task is: Regression. Given a target protein amino acid sequence and a drug SMILES string, predict the binding affinity score between them. We predict pIC50 (pIC50 = -log10(IC50 in M); higher means more potent). Dataset: bindingdb_ic50. (1) The compound is NC(=O)c1cc[n+](COC[n+]2ccccc2CN=O)cc1. The target protein (P32738) has sequence MPILEKAPQKMPVKASSWEELDLPKLPVPPLQQTLATYLQCMQHLVPEEQFRKSQAIVKRFGAPGGLGETLQEKLLERQEKTANWVSEYWLNDMYLNNRLALPVNSSPAVIFARQHFQDTNDQLRFAACLISGVLSYKTLLDSHSLPTDWAKGQLSGQPLCMKQYYRLFSSYRLPGHTQDTLVAQKSSIMPEPEHVIVACCNQFFVLDVVINFRRLSEGDLFTQLRKIVKMASNEDERLPPIGLLTSDGRSEWAKARTVLLKDSTNRDSLDMIERCICLVCLDGPGTGELSDTHRALQLLHGGGCSLNGANRWYDKSLQFVVGRDGTCGVVCEHSPFDGIVLVQCTEHLLKHMMTSNKKLVRADSVSELPAPRRLRLKCSPETQGHLASSAEKLQRIVKNLDFIVYKFDNYGKTFIKKQKYSPDGFIQVALQLAYYRLYQRLVPTYESASIRRFQEGRVDNIRSATPEALAFVQAMTDHKAAMPASEKLQLLQTAMQAHK.... The pIC50 is 3.1. (2) The target protein (Q6DLS0) has sequence MDGWRRMPRWGLLLLLWGSCTFGLPTDTTTFKRIFLKRMPSIRESLKERGVDMARLGPEWSQPMKRLALGNTTSSVILTNYMDTQYYGEIGIGTPPQTFKVVFDTGSSNVWVPSSKCSRLYTACVYHKLFDASDSSSYKHNGTELTLRYSTGTVSGFLSQDIITVGGITVTQMFGEVTEMPALPFMLAEFDGVVGMGFIEQAIGRVTPIFDNILSQGVLKEDVFSFYYNRDSENAQSLGGQIVLGGSDPQHYEGNFHYINLIKTGVWQIQMKGVSVGSSTLLCEDGCLALVDTGASYISGSTSSIEKLMEALGAKKRLFDYVVKCNEGPTLPDISFHLGGKEYTLTSADYVFQESYSSKKLCTLAIHAMDIPPPTGPTWALGATFIRKFYTEFDRRNNRIGFALAR. The pIC50 is 8.0. The small molecule is CC[C@@H](NC(=O)[C@@H]1CNC[C@H](N2CC(=O)N(c3ccccc3Cl)CC2(C)C)C1)c1ccccc1F. (3) The drug is Cn1cc2cc(C(F)(F)c3nnc4ccc(-c5cncc(Cl)c5)nn34)c(F)cc2n1. The target protein sequence is GDSDISSPLLQNTVHIDLSALNPELVQAVQHVVIGPSSLIVHFNEVIGRGHFGCVYHGTLLDNDGKKIHCAVKSLNRITDIGEVSQFLTEGIIMKDFSHPNVLSLLGICLRSEGSPLVVLPYMKHGDLRNFIRNETHNPTVKDLIGFGLQVAKGMKYLASKKFVHRDLAARNCMLDEKFTVKVADFGLARDMYDKEYYSVHNKTGAKLPVKWMALESLQTQKFTTKSDVWSFGVLLWELMTRGAPPYPDVNTFDITVYLLQGRRLLQPEYCPDPLYEVMLKCWHPKAEMRPSFSELVSRISAIFSTFIG. The pIC50 is 7.3. (4) The small molecule is Cc1ccc([C@H]2NCCn3c(-c4ccccc4)c4c(=O)n(C)c(=O)n(C)c4c32)o1. The target protein sequence is WTTPILKKGYRQHLELSDVYQAPSSDSADHLSEQLEREWDREQASKKNPKLIHALRRCFFWRFIFYGILLYLGEVTKAVQPLLLGRIIASYDPDNKVERSIAIYLGIGLCLLFIVRTLLLHPAIFGLHRIGMQMRIAMFSLIYKKTLKLSSRVLDKISIGQLVSLLSNNLNKFDEGLALAHFVWIAPLQVALLMGLLWELLQFSAFCGLGLLIILVFFQAILGKMMVKYRVELKLTKKAAYTRFLTSSAFFFSGFFVVLLAVLPYTVLNGIILRKIFTTISFCIVLRMAVTRQLPTAVQTWYDSIGMITKVQDFLQYQEYKILEYNLMTTDVTMENVSAFWEEGFGELLEKVQLNNDDRKLSNDDDNPSLGHICFLENPVLKNISFKVEKGEMLAITGSTGAGKDISKFAEKDNTILGEGGVTLSGGQRARISLARAVYKDADVYLLDSPFGYLDVLTEEQIFENCVCKLMANKTRILVTSKMEHLKKADKILILHEGSS.... The pIC50 is 7.5. (5) The small molecule is COc1ccc(/C=C(\C#N)C(=O)NCCCCCNC(=O)/C(C#N)=C/c2ccc(OC)c(O)c2)cc1O. The target protein (Q05193) has sequence MGNRGMEDLIPLVNRLQDAFSAIGQNADLDLPQIAVVGGQSAGKSSVLENFVGRDFLPRGSGIVTRRPLVLQLVNATTEYAEFLHCKGKKFTDFEEVRLEIEAETDRVTGTNKGISPVPINLRVYSPHVLNLTLVDLPGMTKVPVGDQPPDIEFQIRDMLMQFVTKENCLILAVSPANSDLANSDALKVAKEVDPQGQRTIGVITKLDLMDEGTDARDVLENKLLPLRRGYIGVVNRSQKDIDGKKDITAALAAERKFFLSHPSYRHLADRMGTPYLQKVLNQQLTNHIRDTLPGLRNKLQSQLLSIEKEVEEYKNFRPDDPARKTKALLQMVQQFAVDFEKRIEGSGDQIDTYELSGGARINRIFHERFPFELVKMEFDEKELRREISYAIKNIHGIRTGLFTPDMAFETIVKKQVKKIREPCLKCVDMVISELISTVRQCTKKLQQYPRLREEMERIVTTHIREREGRTKEQVMLLIDIELAYMNTNHEDFIGFANAQ.... The pIC50 is 4.0. (6) The compound is CCCCOc1ccc(Cl)c2c1B(O)O[C@@H]2CN.Cl. The target protein (P9WFV1) has sequence MTESPTAGPGGVPRADDADSDVPRYRYTAELAARLERTWQENWARLGTFNVPNPVGSLAPPDGAAVPDDKLFVQDMFPYPSGEGLHVGHPLGYIATDVYARYFRMVGRNVLHALGFDAFGLPAEQYAVQTGTHPRTRTEANVVNFRRQLGRLGFGHDSRRSFSTTDVDFYRWTQWIFLQIYNAWFDTTANKARPISELVAEFESGARCLDGGRDWAKLTAGERADVIDEYRLVYRADSLVNWCPGLGTVLANEEVTADGRSDRGNFPVFRKRLRQWMMRITAYADRLLDDLDVLDWPEQVKTMQRNWIGRSTGAVALFSARAASDDGFEVDIEVFTTRPDTLFGATYLVLAPEHDLVDELVAASWPAGVNPLWTYGGGTPGEAIAAYRRAIAAKSDLERQESREKTGVFLGSYAINPANGEPVPIFIADYVLAGYGTGAIMAVPGHDQRDWDFARAFGLPIVEVIAGGNISESAYTGDGILVNSDYLNGMSVPAAKRAIV.... The pIC50 is 6.6.